Dataset: Peptide-MHC class I binding affinity with 185,985 pairs from IEDB/IMGT. Task: Regression. Given a peptide amino acid sequence and an MHC pseudo amino acid sequence, predict their binding affinity value. This is MHC class I binding data. (1) The peptide sequence is RRIFDLIEL. The MHC is HLA-B44:03 with pseudo-sequence HLA-B44:03. The binding affinity (normalized) is 0.101. (2) The peptide sequence is CEALLADGL. The MHC is HLA-B57:01 with pseudo-sequence HLA-B57:01. The binding affinity (normalized) is 0.0847. (3) The binding affinity (normalized) is 0.351. The peptide sequence is SVNIWAIIPL. The MHC is HLA-A02:01 with pseudo-sequence HLA-A02:01. (4) The peptide sequence is TLYCVHQRI. The MHC is HLA-A02:03 with pseudo-sequence HLA-A02:03. The binding affinity (normalized) is 0.526. (5) The peptide sequence is LLLLLALPQR. The MHC is Patr-A0101 with pseudo-sequence Patr-A0101. The binding affinity (normalized) is 0.234. (6) The peptide sequence is SVMSTFFWE. The MHC is HLA-B57:01 with pseudo-sequence HLA-B57:01. The binding affinity (normalized) is 0.0847. (7) The peptide sequence is GAGVASADP. The MHC is HLA-A02:02 with pseudo-sequence HLA-A02:02. The binding affinity (normalized) is 0.